Dataset: Full USPTO retrosynthesis dataset with 1.9M reactions from patents (1976-2016). Task: Predict the reactants needed to synthesize the given product. (1) Given the product [C:33]([O:32][C:30]([N:29]1[CH:9]2[CH2:8][CH2:7][CH:6]1[C:5]([C:3]([OH:4])=[O:2])=[C:11]([C:12]1[CH:17]=[CH:16][C:15]([CH2:18][CH2:19][CH2:20][O:21][C:22]3[C:26]([F:27])=[C:25]([CH3:28])[O:24][N:23]=3)=[CH:14][CH:13]=1)[CH2:10]2)=[O:31])([CH3:36])([CH3:34])[CH3:35], predict the reactants needed to synthesize it. The reactants are: C[O:2][C:3]([C:5]1[CH:6]2[N:29]([C:30]([O:32][C:33]([CH3:36])([CH3:35])[CH3:34])=[O:31])[CH:9]([CH2:10][C:11]=1[C:12]1[CH:17]=[CH:16][C:15]([CH2:18][CH2:19][CH2:20][O:21][C:22]3[C:26]([F:27])=[C:25]([CH3:28])[O:24][N:23]=3)=[CH:14][CH:13]=1)[CH2:8][CH2:7]2)=[O:4].[OH-].[Na+]. (2) Given the product [CH3:15][O:16][C:17]1[CH:22]=[CH:21][C:20]([NH:23][C:24]([NH:12][C:9]2[N:10]=[CH:11][C:6]([C:3]3[CH:4]=[CH:5][S:1][CH:2]=3)=[CH:7][N:8]=2)=[O:25])=[CH:19][CH:18]=1, predict the reactants needed to synthesize it. The reactants are: [S:1]1[CH:5]=[CH:4][C:3]([C:6]2[CH:7]=[N:8][C:9]([NH2:12])=[N:10][CH:11]=2)=[CH:2]1.[H-].[Na+].[CH3:15][O:16][C:17]1[CH:22]=[CH:21][C:20]([N:23]=[C:24]=[O:25])=[CH:19][CH:18]=1.